From a dataset of Forward reaction prediction with 1.9M reactions from USPTO patents (1976-2016). Predict the product of the given reaction. (1) Given the reactants [CH2:1]([O:8][C:9]1[CH:14]=[CH:13][C:12]([C:15](=[O:17])[CH3:16])=[CH:11][C:10]=1[CH3:18])[C:2]1[CH:7]=[CH:6][CH:5]=[CH:4][CH:3]=1.[Br:19]Br.S([O-])([O-])(=O)=S.[Na+].[Na+], predict the reaction product. The product is: [CH2:1]([O:8][C:9]1[CH:14]=[CH:13][C:12]([C:15](=[O:17])[CH2:16][Br:19])=[CH:11][C:10]=1[CH3:18])[C:2]1[CH:3]=[CH:4][CH:5]=[CH:6][CH:7]=1. (2) Given the reactants I[C:2]1[CH:3]=[C:4]([CH2:14][O:15][C:16]2[CH:21]=[CH:20][C:19]([CH2:22][CH2:23][C:24]([O:26][CH2:27][CH3:28])=[O:25])=[C:18]([CH3:29])[C:17]=2[CH3:30])[C:5]2[O:9][C:8]([CH2:10][CH2:11][CH3:12])=[CH:7][C:6]=2[CH:13]=1.C(N(CC)CC)C.[CH:38]#[C:39][CH3:40], predict the reaction product. The product is: [CH3:29][C:18]1[C:17]([CH3:30])=[C:16]([O:15][CH2:14][C:4]2[C:5]3[O:9][C:8]([CH2:10][CH2:11][CH3:12])=[CH:7][C:6]=3[CH:13]=[C:2]([C:38]#[C:39][CH3:40])[CH:3]=2)[CH:21]=[CH:20][C:19]=1[CH2:22][CH2:23][C:24]([O:26][CH2:27][CH3:28])=[O:25]. (3) Given the reactants [I-].C([P+](CCCC)(CCCC)CCCC)CCC.[CH2:19]=[CH:20][C:21]1[CH:26]=[CH:25][CH:24]=[CH:23][CH:22]=1.[Cl:27][SiH:28]([Cl:30])[Cl:29], predict the reaction product. The product is: [C:21]1([CH2:20][CH2:19][Si:28]([Cl:30])([Cl:29])[Cl:27])[CH:26]=[CH:25][CH:24]=[CH:23][CH:22]=1. (4) Given the reactants C(O)(=O)[C@@]1(CC[C@H](C(O)=O)C1(C)C)C.[CH3:15][N:16]1[CH2:21][CH2:20][CH2:19][CH2:18][C@H:17]1[CH2:22][CH2:23][C:24]1[CH:29]=[CH:28][CH:27]=[CH:26][C:25]=1[NH2:30].C(OC(C)C)(=O)C.[OH-].[Na+], predict the reaction product. The product is: [CH3:15][N:16]1[CH2:21][CH2:20][CH2:19][CH2:18][C@H:17]1[CH2:22][CH2:23][C:24]1[CH:29]=[CH:28][CH:27]=[CH:26][C:25]=1[NH2:30]. (5) Given the reactants S(Cl)([Cl:3])=O.[CH3:5][O:6][C:7]1[CH:12]=[C:11]([O:13][CH3:14])[CH:10]=[CH:9][C:8]=1[CH2:15]O.N1C=CC=CC=1, predict the reaction product. The product is: [Cl:3][CH2:15][C:8]1[CH:9]=[CH:10][C:11]([O:13][CH3:14])=[CH:12][C:7]=1[O:6][CH3:5]. (6) Given the reactants [F:1][C:2]([F:31])([F:30])[CH2:3][NH:4][C:5]([C:7]1([CH2:20][CH2:21][CH2:22][CH2:23][N:24]2[CH2:29][CH2:28][NH:27][CH2:26][CH2:25]2)[C:19]2[CH:18]=[CH:17][CH:16]=[CH:15][C:14]=2[C:13]2[C:8]1=[CH:9][CH:10]=[CH:11][CH:12]=2)=[O:6].[CH:32]1([CH2:38][CH2:39][C:40](O)=[O:41])[CH2:37][CH2:36][CH2:35][CH2:34][CH2:33]1, predict the reaction product. The product is: [F:31][C:2]([F:30])([F:1])[CH2:3][NH:4][C:5]([C:7]1([CH2:20][CH2:21][CH2:22][CH2:23][N:24]2[CH2:25][CH2:26][N:27]([C:40](=[O:41])[CH2:39][CH2:38][CH:32]3[CH2:37][CH2:36][CH2:35][CH2:34][CH2:33]3)[CH2:28][CH2:29]2)[C:8]2[CH:9]=[CH:10][CH:11]=[CH:12][C:13]=2[C:14]2[C:19]1=[CH:18][CH:17]=[CH:16][CH:15]=2)=[O:6]. (7) Given the reactants [NH2:1][C:2]1[CH:3]=[CH:4][C:5]([C:8]([O:10][CH2:11][CH3:12])=[O:9])=[N:6][CH:7]=1.Cl[C:14]1[C:19]([N+:20]([O-:22])=[O:21])=[CH:18][C:17]([CH3:23])=[CH:16][N:15]=1, predict the reaction product. The product is: [CH3:23][C:17]1[CH:18]=[C:19]([N+:20]([O-:22])=[O:21])[C:14]([NH:1][C:2]2[CH:3]=[CH:4][C:5]([C:8]([O:10][CH2:11][CH3:12])=[O:9])=[N:6][CH:7]=2)=[N:15][CH:16]=1.